Dataset: Catalyst prediction with 721,799 reactions and 888 catalyst types from USPTO. Task: Predict which catalyst facilitates the given reaction. Reactant: [NH2:1][C:2]1[C:3]([CH3:20])=[CH:4][C:5]([CH3:19])=[C:6]([S:8]([NH:11][CH2:12][C:13]2[CH:14]=[N:15][CH:16]=[CH:17][CH:18]=2)(=[O:10])=[O:9])[CH:7]=1.[Cl:21][C:22]1[N:31]=[CH:30][CH:29]=[C:28]2[C:23]=1[C:24]1[CH:36]=[C:35]([F:37])[CH:34]=[CH:33][C:25]=1N=[C:27]2Cl.[CH3:38][Si]([N-][Si](C)(C)C)(C)C.[Na+]. Product: [Cl:21][C:22]1[C:23]2[C:28](=[C:27]([NH:1][C:2]3[C:3]([CH3:20])=[CH:4][C:5]([CH3:19])=[C:6]([S:8]([NH:11][CH2:12][C:13]4[CH:14]=[N:15][CH:16]=[CH:17][CH:18]=4)(=[O:10])=[O:9])[CH:7]=3)[CH:38]=[C:25]3[CH:33]=[CH:34][C:35]([F:37])=[CH:36][C:24]3=2)[CH:29]=[CH:30][N:31]=1. The catalyst class is: 1.